From a dataset of Peptide-MHC class I binding affinity with 185,985 pairs from IEDB/IMGT. Regression. Given a peptide amino acid sequence and an MHC pseudo amino acid sequence, predict their binding affinity value. This is MHC class I binding data. (1) The binding affinity (normalized) is 0.769. The peptide sequence is ATGPITTLW. The MHC is HLA-B57:01 with pseudo-sequence HLA-B57:01. (2) The peptide sequence is TTLSRTSKK. The MHC is HLA-A68:01 with pseudo-sequence HLA-A68:01. The binding affinity (normalized) is 0.472. (3) The peptide sequence is CPAVAVHDF. The MHC is HLA-B35:01 with pseudo-sequence HLA-B35:01. The binding affinity (normalized) is 0.753. (4) The peptide sequence is IPRLGGMAF. The MHC is HLA-B40:01 with pseudo-sequence HLA-B40:01. The binding affinity (normalized) is 0.0847. (5) The peptide sequence is RYPLTLGW. The MHC is HLA-B35:01 with pseudo-sequence HLA-B35:01. The binding affinity (normalized) is 0. (6) The binding affinity (normalized) is 0. The peptide sequence is RLISCDTSV. The MHC is H-2-Db with pseudo-sequence H-2-Db. (7) The peptide sequence is STSPTRTWK. The MHC is HLA-A33:01 with pseudo-sequence HLA-A33:01. The binding affinity (normalized) is 0.188.